This data is from Forward reaction prediction with 1.9M reactions from USPTO patents (1976-2016). The task is: Predict the product of the given reaction. (1) Given the reactants CCN(C(C)C)C(C)C.Br[CH2:11][C:12]([C:14]1[CH:23]=[N:22][C:21]2[C:16](=[CH:17][CH:18]=[C:19]([Br:24])[CH:20]=2)[N:15]=1)=[O:13].[C:25]([O:29][C:30]([N:32]1[C@H:37]([C:38]([OH:40])=[O:39])[CH2:36][C@@H:35]2[C@H:33]1[CH2:34]2)=[O:31])([CH3:28])([CH3:27])[CH3:26], predict the reaction product. The product is: [C@@H:33]12[CH2:34][C@@H:35]1[CH2:36][C@@H:37]([C:38]([O:40][CH2:11][C:12]([C:14]1[CH:23]=[N:22][C:21]3[C:16](=[CH:17][CH:18]=[C:19]([Br:24])[CH:20]=3)[N:15]=1)=[O:13])=[O:39])[N:32]2[C:30]([O:29][C:25]([CH3:28])([CH3:27])[CH3:26])=[O:31]. (2) Given the reactants [H-].[Na+].[CH:3]1([OH:9])[CH2:8][CH2:7][CH2:6][CH2:5][CH2:4]1.[Cl:10][C:11]1[N:15]2[N:16]=[C:17](Cl)[CH:18]=[CH:19][C:14]2=[N:13][N:12]=1.O, predict the reaction product. The product is: [Cl:10][C:11]1[N:15]2[N:16]=[C:17]([O:9][CH:3]3[CH2:8][CH2:7][CH2:6][CH2:5][CH2:4]3)[CH:18]=[CH:19][C:14]2=[N:13][N:12]=1.